Predict the reaction yield, written as a fraction of the theoretical maximum amount of product (1.0 means a 100% yield; for example, 0.34 means a 34% yield). From a dataset of Reaction yield outcomes from USPTO patents with 853,638 reactions. (1) The reactants are C(N(CC)C(C)C)(C)C.[Br:10][C:11]1[CH:12]=[C:13]2[C:18](=[CH:19][CH:20]=1)[N:17]([C:21](=[O:23])[CH3:22])[C@@H:16]([CH3:24])[CH2:15][NH:14]2.Cl[C:26]([O:28][CH:29]([CH3:31])[CH3:30])=[O:27]. The catalyst is ClCCCl. The product is [C:21]([N:17]1[C:18]2[C:13](=[CH:12][C:11]([Br:10])=[CH:20][CH:19]=2)[N:14]([C:26]([O:28][CH:29]([CH3:31])[CH3:30])=[O:27])[CH2:15][C@@H:16]1[CH3:24])(=[O:23])[CH3:22]. The yield is 0.850. (2) The yield is 1.00. The product is [OH:18][C:12]1[CH:11]=[CH:10][C:9]2[CH:8]([C:19]3[CH:27]=[CH:26][CH:25]=[CH:24][C:20]=3[C:21]([O-:23])=[O:22])[C:7]3[C:16]([O:15][C:14]=2[CH:13]=1)=[CH:17][C:4]([OH:3])=[CH:5][CH:6]=3.[K+:2]. The reactants are [OH-].[K+:2].[OH:3][C:4]1[CH:5]=[CH:6][C:7]2[CH:8]([C:19]3[CH:27]=[CH:26][CH:25]=[CH:24][C:20]=3[C:21]([OH:23])=[O:22])[C:9]3[C:14]([O:15][C:16]=2[CH:17]=1)=[CH:13][C:12]([OH:18])=[CH:11][CH:10]=3. The catalyst is C(O)C. (3) The reactants are Br[C:2]1[CH:23]=[CH:22][C:5]2[C:6]3[N:7]=[C:8]([C:14]4[N:15]([CH:19]([CH3:21])[CH3:20])[N:16]=[CH:17][N:18]=4)[S:9][C:10]=3[CH2:11][CH2:12][O:13][C:4]=2[CH:3]=1.[OH-:24].[K+].C(P(C(C)(C)C)C1C(C)=C(C)C(C)=C(C)C=1C1C(CCC)=CC(CCC)=CC=1CCC)(C)(C)C.O. The catalyst is O1CCOCC1.C1C=CC(/C=C/C(/C=C/C2C=CC=CC=2)=O)=CC=1.C1C=CC(/C=C/C(/C=C/C2C=CC=CC=2)=O)=CC=1.C1C=CC(/C=C/C(/C=C/C2C=CC=CC=2)=O)=CC=1.[Pd].[Pd]. The product is [CH:19]([N:15]1[C:14]([C:8]2[S:9][C:10]3[CH2:11][CH2:12][O:13][C:4]4[CH:3]=[C:2]([OH:24])[CH:23]=[CH:22][C:5]=4[C:6]=3[N:7]=2)=[N:18][CH:17]=[N:16]1)([CH3:21])[CH3:20]. The yield is 0.540. (4) The reactants are C([O:3][C:4]([C:6]1[CH:7]=[N:8][C:9]2[C:14]([CH:15]=1)=[CH:13][CH:12]=[C:11]([O:16][CH3:17])[CH:10]=2)=O)C.[NH3:18]. The catalyst is CO. The product is [C:4]([C:6]1[CH:7]=[N:8][C:9]2[C:14]([CH:15]=1)=[CH:13][CH:12]=[C:11]([O:16][CH3:17])[CH:10]=2)(=[O:3])[NH2:18]. The yield is 0.860. (5) The reactants are [CH2:1]([O:3][C:4](=[O:20])/[CH:5]=[C:6](/[O:8][C:9]1[CH:14]=[CH:13][CH:12]=[C:11]([O:15][C:16]([F:19])([F:18])[F:17])[CH:10]=1)\[CH3:7])[CH3:2].[Br:21]N1C(=O)CCC1=O.C(OOC(=O)C1C=CC=CC=1)(=O)C1C=CC=CC=1.O. The catalyst is C(Cl)(Cl)(Cl)Cl. The product is [CH2:1]([O:3][C:4](=[O:20])/[CH:5]=[C:6](/[O:8][C:9]1[CH:14]=[CH:13][CH:12]=[C:11]([O:15][C:16]([F:18])([F:19])[F:17])[CH:10]=1)\[CH2:7][Br:21])[CH3:2]. The yield is 0.290.